Dataset: Full USPTO retrosynthesis dataset with 1.9M reactions from patents (1976-2016). Task: Predict the reactants needed to synthesize the given product. Given the product [NH2:16][C:17]1[C:18]([C:19]([C:6]2[CH:7]=[C:2]([F:1])[C:3]([CH3:10])=[CH:4][C:5]=2[O:8][CH3:9])=[O:20])=[CH:25][CH:26]=[C:27]([Cl:29])[N:28]=1, predict the reactants needed to synthesize it. The reactants are: [F:1][C:2]1[CH:7]=[CH:6][C:5]([O:8][CH3:9])=[CH:4][C:3]=1[CH3:10].C([Li])CCC.[NH2:16][C:17]1[N:28]=[C:27]([Cl:29])[CH:26]=[CH:25][C:18]=1[C:19](N(OC)C)=[O:20].